The task is: Predict the product of the given reaction.. This data is from Forward reaction prediction with 1.9M reactions from USPTO patents (1976-2016). (1) Given the reactants [O:1]1[CH:5]=[CH:4][C:3](B(O)O)=[CH:2]1.Br[C:10]1[CH:11]=[C:12]([Cl:31])[C:13]([C:16]2([CH2:19][NH:20][C:21](=[O:30])[C:22]3[C:27]([F:28])=[CH:26][CH:25]=[CH:24][C:23]=3[F:29])[CH2:18][CH2:17]2)=[N:14][CH:15]=1, predict the reaction product. The product is: [Cl:31][C:12]1[C:13]([C:16]2([CH2:19][NH:20][C:21](=[O:30])[C:22]3[C:27]([F:28])=[CH:26][CH:25]=[CH:24][C:23]=3[F:29])[CH2:18][CH2:17]2)=[N:14][CH:15]=[C:10]([C:3]2[CH:4]=[CH:5][O:1][CH:2]=2)[CH:11]=1. (2) Given the reactants [Br:1][C:2]1[CH:7]=[CH:6][C:5](/[C:8](=[N:22]/[O:23][CH2:24][CH3:25])/[CH:9]2[CH2:14][CH2:13][N:12]([C:15]3([CH3:21])[CH2:20][CH2:19][NH:18][CH2:17][CH2:16]3)[CH2:11][CH2:10]2)=[CH:4][CH:3]=1.[CH3:26][C:27]1[C:36]([C:37](O)=[O:38])=[CH:35][C:34]2[C:29](=[N:30][CH:31]=[CH:32][CH:33]=2)[N:28]=1.CCN(CC)CC.CN(C(ON1N=NC2C=CC=NC1=2)=[N+](C)C)C.F[P-](F)(F)(F)(F)F, predict the reaction product. The product is: [Br:1][C:2]1[CH:7]=[CH:6][C:5](/[C:8](=[N:22]/[O:23][CH2:24][CH3:25])/[CH:9]2[CH2:10][CH2:11][N:12]([C:15]3([CH3:21])[CH2:20][CH2:19][N:18]([C:37]([C:36]4[C:27]([CH3:26])=[N:28][C:29]5[C:34]([CH:35]=4)=[CH:33][CH:32]=[CH:31][N:30]=5)=[O:38])[CH2:17][CH2:16]3)[CH2:13][CH2:14]2)=[CH:4][CH:3]=1. (3) Given the reactants [C:1](Cl)(=[O:7])[CH2:2][CH2:3][CH2:4][CH2:5][CH3:6].[CH3:9][O:10][C:11]1[CH:37]=[CH:36][C:14]([CH2:15][O:16][C:17]2[CH:18]=[C:19]([CH:33]=[CH:34][CH:35]=2)[C:20]([NH:22][C:23]2[CH:28]=[CH:27][CH:26]=[CH:25][C:24]=2[S:29](=[O:32])(=[O:31])[NH2:30])=[O:21])=[CH:13][CH:12]=1, predict the reaction product. The product is: [CH3:9][O:10][C:11]1[CH:12]=[CH:13][C:14]([CH2:15][O:16][C:17]2[CH:18]=[C:19]([CH:33]=[CH:34][CH:35]=2)[C:20]([NH:22][C:23]2[CH:28]=[CH:27][CH:26]=[CH:25][C:24]=2[S:29]([NH:30][C:1](=[O:7])[CH2:2][CH2:3][CH2:4][CH2:5][CH3:6])(=[O:31])=[O:32])=[O:21])=[CH:36][CH:37]=1. (4) Given the reactants [Cl:1][C:2]1[CH:3]=[N:4][C:5]2[N:6]([N:8]=[C:9]([C:11]([OH:13])=O)[CH:10]=2)[CH:7]=1.[CH3:14][CH:15]1[NH:20][CH2:19][CH2:18][N:17]2[CH:21]=[CH:22][CH:23]=[C:16]12.C(Cl)CCl.C1C=CC2N(O)N=NC=2C=1, predict the reaction product. The product is: [Cl:1][C:2]1[CH:3]=[N:4][C:5]2[N:6]([N:8]=[C:9]([C:11]([N:20]3[CH2:19][CH2:18][N:17]4[CH:21]=[CH:22][CH:23]=[C:16]4[CH:15]3[CH3:14])=[O:13])[CH:10]=2)[CH:7]=1.